From a dataset of Full USPTO retrosynthesis dataset with 1.9M reactions from patents (1976-2016). Predict the reactants needed to synthesize the given product. (1) The reactants are: [NH:1]1[C:5]2=[N:6][CH:7]=[C:8]([NH2:10])[CH:9]=[C:4]2[CH:3]=[CH:2]1.Cl[C:12]([O:14][CH2:15][C:16]1[CH:21]=[CH:20][CH:19]=[CH:18][CH:17]=1)=[O:13].[OH-].[Na+].C(O)(=O)CC(CC(O)=O)(C(O)=O)O. Given the product [NH:1]1[C:5]2=[N:6][CH:7]=[C:8]([NH:10][C:12](=[O:13])[O:14][CH2:15][C:16]3[CH:21]=[CH:20][CH:19]=[CH:18][CH:17]=3)[CH:9]=[C:4]2[CH:3]=[CH:2]1, predict the reactants needed to synthesize it. (2) Given the product [C:13]1([S:19]([C:22]2[CH:1]=[C:2]([CH3:12])[CH:3]=[C:4]([C:6]3[CH:11]=[CH:10][CH:9]=[CH:8][CH:7]=3)[N:23]=2)(=[O:20])=[O:21])[CH:14]=[CH:15][CH:16]=[CH:17][CH:18]=1, predict the reactants needed to synthesize it. The reactants are: [CH3:1][C:2]([CH3:12])=[CH:3][C:4]([C:6]1[CH:11]=[CH:10][CH:9]=[CH:8][CH:7]=1)=O.[C:13]1([S:19]([C:22]#[N:23])(=[O:21])=[O:20])[CH:18]=[CH:17][CH:16]=[CH:15][CH:14]=1.B(OCCCC)(OCCCC)OCCCC. (3) Given the product [CH3:28][O:27][C:21]1[CH:20]=[C:19]([C:13]2[C:14]([CH3:18])([CH3:17])[C:15](=[O:16])[N:11]([CH:8]3[CH2:7][CH2:6][N:5]([C:3](=[O:4])[CH2:2][N:29]4[C:37]5[C:32](=[CH:33][CH:34]=[CH:35][CH:36]=5)[CH2:31][C:30]4=[O:38])[CH2:10][CH2:9]3)[N:12]=2)[CH:24]=[CH:23][C:22]=1[O:25][CH3:26], predict the reactants needed to synthesize it. The reactants are: Cl[CH2:2][C:3]([N:5]1[CH2:10][CH2:9][CH:8]([N:11]2[C:15](=[O:16])[C:14]([CH3:18])([CH3:17])[C:13]([C:19]3[CH:24]=[CH:23][C:22]([O:25][CH3:26])=[C:21]([O:27][CH3:28])[CH:20]=3)=[N:12]2)[CH2:7][CH2:6]1)=[O:4].[NH:29]1[C:37]2[C:32](=[CH:33][CH:34]=[CH:35][CH:36]=2)[CH2:31][C:30]1=[O:38].C([O-])([O-])=O.[K+].[K+]. (4) Given the product [ClH:1].[Cl:1][C:2]([N:22]1[CH2:23][CH2:24][CH:19]([N:13]2[CH2:18][CH2:17][CH2:16][CH2:15][CH2:14]2)[CH2:20][CH2:21]1)=[O:4], predict the reactants needed to synthesize it. The reactants are: [Cl:1][C:2](Cl)([O:4]C(=O)OC(Cl)(Cl)Cl)Cl.[N:13]1([CH:19]2[CH2:24][CH2:23][NH:22][CH2:21][CH2:20]2)[CH2:18][CH2:17][CH2:16][CH2:15][CH2:14]1. (5) Given the product [CH3:17][C:16]([N+:13]([O-:15])=[O:14])([CH3:18])[CH2:2][CH2:1][S:3]([O:6][C:7]1[CH:12]=[CH:11][CH:10]=[CH:9][CH:8]=1)(=[O:4])=[O:5], predict the reactants needed to synthesize it. The reactants are: [CH:1]([S:3]([O:6][C:7]1[CH:12]=[CH:11][CH:10]=[CH:9][CH:8]=1)(=[O:5])=[O:4])=[CH2:2].[N+:13]([CH:16]([CH3:18])[CH3:17])([O-:15])=[O:14].C(N(C(C)C)C(C)C)C.Cl. (6) Given the product [CH2:12]1[O:13][CH:44]([OH:45])[C:43]2=[CH:46][C:28]([O:49][C:48]2=[CH:11]1)=[O:34], predict the reactants needed to synthesize it. The reactants are: CCCCCCCCCC[CH2:11][CH2:12][O:13]S([O-])(=O)=O.[Na+].C1C(Cl)=CC(SC2C=C(Cl)C=C[C:28]=2[OH:34])=C(O)C=1.C(N([C:43]([CH2:48][OH:49])([CH2:46]O)[CH2:44][OH:45])CCO)CO.CCN(C1C=CC(C(C2C=CC(NC3C=CC(OCC)=CC=3)=CC=2)=C2C=CC(=[N+](CC3C=CC=C(S([O-])(=O)=O)C=3)CC)C=C2)=CC=1)CC1C=CC=C(S([O-])(=O)=O)C=1.[Na+]. (7) Given the product [CH3:3][O:4][C:5](=[O:27])[CH2:6][C:7]1[CH:8]=[N:9][CH:10]=[C:11]([C:13]2[CH:18]=[CH:17][C:16]([C:19]([F:20])([F:21])[F:22])=[CH:15][C:14]=2[CH2:23][N:24]([CH2:25][CH3:26])[C:35](=[O:37])[CH2:34][C:28]2[CH:29]=[CH:30][CH:31]=[CH:32][CH:33]=2)[CH:12]=1, predict the reactants needed to synthesize it. The reactants are: Cl.Cl.[CH3:3][O:4][C:5](=[O:27])[CH2:6][C:7]1[CH:8]=[N:9][CH:10]=[C:11]([C:13]2[CH:18]=[CH:17][C:16]([C:19]([F:22])([F:21])[F:20])=[CH:15][C:14]=2[CH2:23][NH:24][CH2:25][CH3:26])[CH:12]=1.[C:28]1([CH2:34][C:35]([OH:37])=O)[CH:33]=[CH:32][CH:31]=[CH:30][CH:29]=1.